From a dataset of NCI-60 drug combinations with 297,098 pairs across 59 cell lines. Regression. Given two drug SMILES strings and cell line genomic features, predict the synergy score measuring deviation from expected non-interaction effect. (1) Drug 1: CS(=O)(=O)OCCCCOS(=O)(=O)C. Drug 2: C(CCl)NC(=O)N(CCCl)N=O. Cell line: A549. Synergy scores: CSS=11.3, Synergy_ZIP=-4.99, Synergy_Bliss=-0.710, Synergy_Loewe=-2.99, Synergy_HSA=-0.165. (2) Drug 1: CCC(=C(C1=CC=CC=C1)C2=CC=C(C=C2)OCCN(C)C)C3=CC=CC=C3.C(C(=O)O)C(CC(=O)O)(C(=O)O)O. Drug 2: CC1=C(N=C(N=C1N)C(CC(=O)N)NCC(C(=O)N)N)C(=O)NC(C(C2=CN=CN2)OC3C(C(C(C(O3)CO)O)O)OC4C(C(C(C(O4)CO)O)OC(=O)N)O)C(=O)NC(C)C(C(C)C(=O)NC(C(C)O)C(=O)NCCC5=NC(=CS5)C6=NC(=CS6)C(=O)NCCC[S+](C)C)O. Cell line: ACHN. Synergy scores: CSS=46.9, Synergy_ZIP=-3.10, Synergy_Bliss=-3.87, Synergy_Loewe=-31.4, Synergy_HSA=-1.93.